Predict which catalyst facilitates the given reaction. From a dataset of Catalyst prediction with 721,799 reactions and 888 catalyst types from USPTO. (1) Reactant: [Br:1]Br.[O:3]1[C:7]2[C:8]([CH:12]([C:19]3[C:24]([CH3:25])=[CH:23][CH:22]=[CH:21][N:20]=3)[CH2:13][C:14]3[NH:15][CH2:16][CH2:17][N:18]=3)=[CH:9][CH:10]=[CH:11][C:6]=2[CH2:5][CH2:4]1.C(O)(=O)C. Product: [Br:1][C:10]1[CH:9]=[C:8]([CH:12]([C:19]2[C:24]([CH3:25])=[CH:23][CH:22]=[CH:21][N:20]=2)[CH2:13][C:14]2[NH:15][CH2:16][CH2:17][N:18]=2)[C:7]2[O:3][CH2:4][CH2:5][C:6]=2[CH:11]=1. The catalyst class is: 4. (2) Reactant: [F:1][C:2]1[CH:8]=[CH:7][C:5]([NH2:6])=[CH:4][CH:3]=1.C(N(CC)CC)C.[CH3:16][C:17]([CH3:22])([CH3:21])[C:18](Cl)=[O:19].O. Product: [F:1][C:2]1[CH:8]=[CH:7][C:5]([NH:6][C:18](=[O:19])[C:17]([CH3:22])([CH3:21])[CH3:16])=[CH:4][CH:3]=1. The catalyst class is: 2. (3) Reactant: [NH:1]1[C:9]2[C:4](=[CH:5][CH:6]=[C:7]([C:10]#[N:11])[CH:8]=2)[CH:3]=[CH:2]1.[Cl:12]N1C(=O)CCC1=O.C(=O)([O-])O.[Na+]. Product: [Cl:12][C:3]1[C:4]2[C:9](=[CH:8][C:7]([C:10]#[N:11])=[CH:6][CH:5]=2)[NH:1][CH:2]=1. The catalyst class is: 5. (4) The catalyst class is: 3. Reactant: [CH3:1][O:2][C:3]([C:5]1[CH:6]=[C:7]([CH3:28])[C:8]2[O:14][C:13]3[C:15]([Cl:24])=[CH:16][C:17]([NH:19][C:20](=[O:23])[CH2:21]Cl)=[CH:18][C:12]=3[CH2:11][S:10](=[O:26])(=[O:25])[C:9]=2[CH:27]=1)=[O:4].[CH3:29][NH:30][CH3:31].Cl.C(=O)([O-])[O-].[K+].[K+]. Product: [CH3:1][O:2][C:3]([C:5]1[CH:6]=[C:7]([CH3:28])[C:8]2[O:14][C:13]3[C:15]([Cl:24])=[CH:16][C:17]([NH:19][C:20](=[O:23])[CH2:21][N:30]([CH3:31])[CH3:29])=[CH:18][C:12]=3[CH2:11][S:10](=[O:25])(=[O:26])[C:9]=2[CH:27]=1)=[O:4].